From a dataset of Catalyst prediction with 721,799 reactions and 888 catalyst types from USPTO. Predict which catalyst facilitates the given reaction. (1) Product: [NH3:1].[CH2:14]([N:11]1[CH2:12][CH2:13][C:8]([CH3:20])([C:4]2[CH:5]=[CH:6][CH:7]=[C:2]([NH:1][S:24]([CH2:21][CH2:22][CH3:23])(=[O:26])=[O:25])[CH:3]=2)[CH2:9][CH2:10]1)[CH2:15][CH2:16][CH2:17][CH2:18][CH3:19]. Reactant: [NH2:1][C:2]1[CH:3]=[C:4]([C:8]2([CH3:20])[CH2:13][CH2:12][N:11]([CH2:14][CH2:15][CH2:16][CH2:17][CH2:18][CH3:19])[CH2:10][CH2:9]2)[CH:5]=[CH:6][CH:7]=1.[CH2:21]([S:24](Cl)(=[O:26])=[O:25])[CH2:22][CH3:23].N1C=CC=CC=1. The catalyst class is: 4. (2) The catalyst class is: 200. Reactant: C[O:2][C:3](=[O:72])[C@H:4]([CH2:60][CH2:61][CH2:62][CH:63]([C:65]([O:67][C:68]([CH3:71])([CH3:70])[CH3:69])=[O:66])[NH2:64])[NH:5][NH:6][C:7]([C:9]1[N:13]([CH2:14][C:15]2[CH:20]=[CH:19][C:18]([O:21][CH3:22])=[CH:17][CH:16]=2)[N:12]=[C:11]([NH:23][C:24]([C:26]2[N:30]([CH2:31][C:32]3[CH:37]=[CH:36][C:35]([O:38][CH3:39])=[CH:34][CH:33]=3)[N:29]=[C:28]([NH:40][C:41]([C:43]3[N:47]([CH2:48][C:49]4[CH:54]=[CH:53][C:52]([O:55][CH3:56])=[CH:51][CH:50]=4)[N:46]=[C:45]([N+:57]([O-:59])=[O:58])[CH:44]=3)=[O:42])[CH:27]=2)=[O:25])[CH:10]=1)=[O:8].[OH-].[Li+]. Product: [CH3:22][O:21][C:18]1[CH:19]=[CH:20][C:15]([CH2:14][N:13]2[C:9]([C:7]([NH:6][NH:5][C@H:4]([C:3]([OH:72])=[O:2])[CH2:60][CH2:61][CH2:62][CH:63]([C:65]([O:67][C:68]([CH3:71])([CH3:70])[CH3:69])=[O:66])[NH2:64])=[O:8])=[CH:10][C:11]([NH:23][C:24]([C:26]3[N:30]([CH2:31][C:32]4[CH:37]=[CH:36][C:35]([O:38][CH3:39])=[CH:34][CH:33]=4)[N:29]=[C:28]([NH:40][C:41]([C:43]4[N:47]([CH2:48][C:49]5[CH:54]=[CH:53][C:52]([O:55][CH3:56])=[CH:51][CH:50]=5)[N:46]=[C:45]([N+:57]([O-:59])=[O:58])[CH:44]=4)=[O:42])[CH:27]=3)=[O:25])=[N:12]2)=[CH:16][CH:17]=1.